Dataset: Catalyst prediction with 721,799 reactions and 888 catalyst types from USPTO. Task: Predict which catalyst facilitates the given reaction. (1) Reactant: [Br:1][C:2]1[C:3]([OH:16])=[C:4]([CH3:15])[C:5]2[C:10]([CH:11]=1)=[C:9]([CH3:12])[C:8]([OH:13])=[C:7]([Br:14])[CH:6]=2.N1C=CC=CC=1.[F:23][C:24]([F:37])([F:36])[S:25](O[S:25]([C:24]([F:37])([F:36])[F:23])(=[O:27])=[O:26])(=[O:27])=[O:26].Cl. Product: [F:23][C:24]([F:37])([F:36])[S:25]([O:16][C:3]1[C:2]([Br:1])=[CH:11][C:10]2[C:5](=[CH:6][C:7]([Br:14])=[C:8]([O:13][S:25]([C:24]([F:23])([F:36])[F:37])(=[O:26])=[O:27])[C:9]=2[CH3:12])[C:4]=1[CH3:15])(=[O:27])=[O:26]. The catalyst class is: 46. (2) Reactant: B.[CH2:2]([CH:6]1[CH2:11][CH2:10][N:9]([CH2:12][CH2:13][CH2:14][N:15]2[C:20]3[CH:21]=[C:22]([CH3:25])[CH:23]=[CH:24][C:19]=3[O:18][CH2:17][C:16]2=O)[CH2:8][CH2:7]1)[CH2:3][CH2:4][CH3:5].Cl. Product: [CH2:2]([CH:6]1[CH2:7][CH2:8][N:9]([CH2:12][CH2:13][CH2:14][N:15]2[C:20]3[CH:21]=[C:22]([CH3:25])[CH:23]=[CH:24][C:19]=3[O:18][CH2:17][CH2:16]2)[CH2:10][CH2:11]1)[CH2:3][CH2:4][CH3:5]. The catalyst class is: 1. (3) Reactant: [CH2:1]([O:8][C:9]([NH:11][C@@H:12]([CH2:16][S:17][CH2:18][C@H:19]([O:35][C:36](=[O:48])[NH:37][CH2:38][CH2:39][CH2:40][CH2:41][CH2:42][CH2:43][CH2:44][CH2:45][CH2:46][CH3:47])[CH2:20][O:21][C:22](=[O:34])[NH:23][CH2:24][CH2:25][CH2:26][CH2:27][CH2:28][CH2:29][CH2:30][CH2:31][CH2:32][CH3:33])[C:13](O)=[O:14])=[O:10])[C:2]1[CH:7]=[CH:6][CH:5]=[CH:4][CH:3]=1.CN(C(ON1N=NC2C=CC=CC1=2)=[N+](C)C)C.F[P-](F)(F)(F)(F)F.CCN(C(C)C)C(C)C.[NH2:82][CH2:83][CH2:84][O:85][CH2:86][CH2:87][O:88][CH2:89][CH2:90][O:91][CH2:92][CH2:93][C:94]([O:96][C:97]([CH3:100])([CH3:99])[CH3:98])=[O:95]. Product: [CH2:1]([O:8][C:9]([NH:11][C@@H:12]([CH2:16][S:17][CH2:18][C@H:19]([O:35][C:36](=[O:48])[NH:37][CH2:38][CH2:39][CH2:40][CH2:41][CH2:42][CH2:43][CH2:44][CH2:45][CH2:46][CH3:47])[CH2:20][O:21][C:22](=[O:34])[NH:23][CH2:24][CH2:25][CH2:26][CH2:27][CH2:28][CH2:29][CH2:30][CH2:31][CH2:32][CH3:33])[C:13](=[O:14])[NH:82][CH2:83][CH2:84][O:85][CH2:86][CH2:87][O:88][CH2:89][CH2:90][O:91][CH2:92][CH2:93][C:94]([O:96][C:97]([CH3:100])([CH3:99])[CH3:98])=[O:95])=[O:10])[C:2]1[CH:3]=[CH:4][CH:5]=[CH:6][CH:7]=1. The catalyst class is: 2. (4) Reactant: Br[C:2]1[CH:7]=[CH:6][C:5]([C:8]2[N:12]([CH2:13][C@@H:14]3[CH2:18][CH2:17][N:16]([C:19]([CH:21]4[CH2:23][CH2:22]4)=[O:20])[CH2:15]3)[C:11](=[O:24])[C:10]3([CH2:29][CH2:28][N:27]([C:30]([O:32][CH3:33])=[O:31])[CH2:26][CH2:25]3)[N:9]=2)=[CH:4][CH:3]=1.[O:34]1[C:38]2[CH:39]=[CH:40][C:41](B(O)O)=[CH:42][C:37]=2[CH:36]=[CH:35]1. Product: [O:34]1[C:38]2[CH:39]=[CH:40][C:41]([C:2]3[CH:7]=[CH:6][C:5]([C:8]4[N:12]([CH2:13][C@@H:14]5[CH2:18][CH2:17][N:16]([C:19]([CH:21]6[CH2:22][CH2:23]6)=[O:20])[CH2:15]5)[C:11](=[O:24])[C:10]5([CH2:25][CH2:26][N:27]([C:30]([O:32][CH3:33])=[O:31])[CH2:28][CH2:29]5)[N:9]=4)=[CH:4][CH:3]=3)=[CH:42][C:37]=2[CH:36]=[CH:35]1. The catalyst class is: 104. (5) Reactant: C([O-])([O-])=O.[Cs+].[Cs+].[N+:7]([C:10]1[CH:18]=[C:17]2[C:13]([C:14]([C:19]3[CH:26]=[CH:25][C:22]([C:23]#[N:24])=[CH:21][CH:20]=3)=[CH:15][NH:16]2)=[CH:12][CH:11]=1)([O-:9])=[O:8].[CH2:27](Br)[CH2:28][CH:29]([CH3:31])[CH3:30]. Product: [CH3:30][CH:29]([CH3:31])[CH2:28][CH2:27][N:16]1[C:17]2[C:13](=[CH:12][CH:11]=[C:10]([N+:7]([O-:9])=[O:8])[CH:18]=2)[C:14]([C:19]2[CH:20]=[CH:21][C:22]([C:23]#[N:24])=[CH:25][CH:26]=2)=[CH:15]1. The catalyst class is: 3.